Predict which catalyst facilitates the given reaction. From a dataset of Catalyst prediction with 721,799 reactions and 888 catalyst types from USPTO. Reactant: Cl.[CH2:2]([NH:4][C:5]([NH:7][C:8]1[CH:13]=[CH:12][C:11]([C:14]2[N:15]=[C:16]([N:24]3[CH2:29][CH2:28][O:27][CH2:26][C@@H:25]3[CH3:30])[C:17]3[CH2:23][CH2:22][NH:21][CH2:20][C:18]=3[N:19]=2)=[CH:10][CH:9]=1)=[O:6])[CH3:3].[O:31]1[CH2:35][CH2:34][CH:33]([CH:36]=O)[CH2:32]1.[BH-](OC(C)=O)(OC(C)=O)OC(C)=O.[Na+].[BH4-]. Product: [CH2:2]([NH:4][C:5]([NH:7][C:8]1[CH:9]=[CH:10][C:11]([C:14]2[N:15]=[C:16]([N:24]3[CH2:29][CH2:28][O:27][CH2:26][C@@H:25]3[CH3:30])[C:17]3[CH2:23][CH2:22][N:21]([CH2:36][CH:33]4[CH2:34][CH2:35][O:31][CH2:32]4)[CH2:20][C:18]=3[N:19]=2)=[CH:12][CH:13]=1)=[O:6])[CH3:3]. The catalyst class is: 1.